From a dataset of Full USPTO retrosynthesis dataset with 1.9M reactions from patents (1976-2016). Predict the reactants needed to synthesize the given product. (1) The reactants are: [CH2:1]=[CH:2][C@@H:3]1[C@:20]2([CH3:21])[C@H:6]([C@H:7]3[C@H:17]([CH2:18][CH2:19]2)[C@:15]2([CH3:16])[C:10](=[CH:11][C:12](=[O:22])[CH:13]=[CH:14]2)[CH2:9][CH2:8]3)[CH2:5][CH2:4]1.C=C[C@@H]1[C@]2(C)[C@H]([C@H]3[C@H](CC2)[C@]2(C)C(C[C@@H](O)CC2)=CC3)CC1. Given the product [CH2:1]=[CH:2][C@@H:3]1[C@:20]2([CH3:21])[C@H:6]([C@H:7]3[C@H:17]([CH2:18][CH2:19]2)[C@:15]2([CH3:16])[C:10](=[CH:11][C:12](=[O:22])[CH2:13][CH2:14]2)[CH2:9][CH2:8]3)[CH2:5][CH2:4]1, predict the reactants needed to synthesize it. (2) Given the product [F:1][C:2]1[CH:3]=[N:4][C:5]2[C:10]([C:11]=1[CH2:12][C:13]([C:15]13[CH2:20][CH2:19][C:18]([NH:23][C:24](=[O:30])[O:25][C:26]([CH3:27])([CH3:28])[CH3:29])([CH2:21][CH2:22]1)[CH2:17][O:16]3)=[O:14])=[N:9][C:8]([O:31][CH3:32])=[CH:7][CH:6]=2, predict the reactants needed to synthesize it. The reactants are: [F:1][C:2]1[CH:3]=[N:4][C:5]2[C:10]([C:11]=1[CH2:12][CH:13]([C:15]13[CH2:22][CH2:21][C:18]([NH:23][C:24](=[O:30])[O:25][C:26]([CH3:29])([CH3:28])[CH3:27])([CH2:19][CH2:20]1)[CH2:17][O:16]3)[OH:14])=[N:9][C:8]([O:31][CH3:32])=[CH:7][CH:6]=2.CC(OI1(OC(C)=O)(OC(C)=O)OC(=O)C2C=CC=CC1=2)=O. (3) Given the product [NH2:2][CH:11]1[CH2:3][C:4]2[C:9](=[CH:8][CH:7]=[C:6]([NH:14][C:16]3[N:21]=[C:20]([C:22]4[C:23]([C:31]5[CH:32]=[C:33]([NH:37][C:38](=[O:47])[C:39]6[C:40]([F:46])=[CH:41][CH:42]=[CH:43][C:44]=6[F:45])[CH:34]=[CH:35][CH:36]=5)=[N:24][N:25]5[CH:30]=[CH:29][CH:28]=[CH:27][C:26]=45)[CH:19]=[CH:18][N:17]=3)[CH:5]=2)[CH2:10]1, predict the reactants needed to synthesize it. The reactants are: C[N:2]1[CH2:11][C:10](C)(C)[C:9]2[C:4](=[CH:5][C:6]([NH2:14])=[CH:7][CH:8]=2)[CH2:3]1.Cl[C:16]1[N:21]=[C:20]([C:22]2[C:23]([C:31]3[CH:32]=[C:33]([NH:37][C:38](=[O:47])[C:39]4[C:44]([F:45])=[CH:43][CH:42]=[CH:41][C:40]=4[F:46])[CH:34]=[CH:35][CH:36]=3)=[N:24][N:25]3[CH:30]=[CH:29][CH:28]=[CH:27][C:26]=23)[CH:19]=[CH:18][N:17]=1. (4) Given the product [C:1]([NH:5][S:6]([C:9]1[C:14]([Cl:15])=[CH:13][CH:12]=[C:11]([N+:16]([O-:18])=[O:17])[C:10]=1[OH:22])(=[O:8])=[O:7])([CH3:4])([CH3:3])[CH3:2], predict the reactants needed to synthesize it. The reactants are: [C:1]([NH:5][S:6]([C:9]1[C:14]([Cl:15])=[CH:13][CH:12]=[C:11]([N+:16]([O-:18])=[O:17])[C:10]=1Cl)(=[O:8])=[O:7])([CH3:4])([CH3:3])[CH3:2].[H-].[Na+].[OH2:22]. (5) Given the product [F:1][C:2]1[CH:11]=[C:6]([C:7]2[CH:13]=[C:12]([C:14]3[CH:15]=[C:16]([C:22]#[N:23])[C:17](=[CH:20][CH:21]=3)[C:18]#[N:19])[O:9][N:8]=2)[CH:5]=[N:4][CH:3]=1, predict the reactants needed to synthesize it. The reactants are: [F:1][C:2]1[CH:3]=[N:4][CH:5]=[C:6]([CH:11]=1)[C:7](Cl)=[N:8][OH:9].[C:12]([C:14]1[CH:15]=[C:16]([C:22]#[N:23])[C:17](=[CH:20][CH:21]=1)[C:18]#[N:19])#[CH:13].N. (6) Given the product [ClH:1].[C:39]([S:18][CH:17]1[CH2:16][CH2:15][N:14]([CH:19]([C:25]2[CH:30]=[CH:29][CH:28]=[CH:27][C:26]=2[F:31])[C:20]([CH:22]2[CH2:23][CH2:24]2)=[O:21])[CH2:13]/[C:12]/1=[CH:11]\[C:7]1[N:6]([CH2:5][C:2]([OH:4])=[O:3])[CH:10]=[CH:9][N:8]=1)(=[O:41])[CH3:40], predict the reactants needed to synthesize it. The reactants are: [ClH:1].[C:2]([CH2:5][N:6]1[CH:10]=[CH:9][N:8]=[C:7]1/[CH:11]=[C:12]1\[CH2:13][N:14]([CH:19]([C:25]2[CH:30]=[CH:29][CH:28]=[CH:27][C:26]=2[F:31])[C:20]([CH:22]2[CH2:24][CH2:23]2)=[O:21])[CH2:15][CH2:16][CH:17]\1[SH:18])([OH:4])=[O:3].C(N(CC)CC)C.[C:39](OC(=O)C)(=[O:41])[CH3:40]. (7) The reactants are: Cl[C:2]1[C:7]([C:8]([O:10][CH3:11])=[O:9])=[C:6]([CH3:12])[N:5]=[CH:4][CH:3]=1.[Cl:13][C:14]1[C:19]([F:20])=[CH:18][C:17](B2OC(C)(C)C(C)(C)O2)=[C:16]([F:30])[CH:15]=1. Given the product [Cl:13][C:14]1[C:19]([F:20])=[CH:18][C:17]([C:2]2[C:7]([C:8]([O:10][CH3:11])=[O:9])=[C:6]([CH3:12])[N:5]=[CH:4][CH:3]=2)=[C:16]([F:30])[CH:15]=1, predict the reactants needed to synthesize it.